This data is from Full USPTO retrosynthesis dataset with 1.9M reactions from patents (1976-2016). The task is: Predict the reactants needed to synthesize the given product. (1) The reactants are: Br[CH:2]([CH2:5][CH3:6])[CH2:3][CH3:4].[Mg].[CH:8]([C:10]1[CH:15]=[CH:14][C:13]([NH:16][C:17](=[O:19])[CH3:18])=[CH:12][CH:11]=1)=[O:9].[NH4+].[Cl-]. Given the product [CH2:3]([CH:2]([CH2:5][CH3:6])[CH:8]([C:10]1[CH:11]=[CH:12][C:13]([NH:16][C:17](=[O:19])[CH3:18])=[CH:14][CH:15]=1)[OH:9])[CH3:4], predict the reactants needed to synthesize it. (2) Given the product [C:18]([C:15]1[CH:16]=[CH:17][C:12]([C:10]2[C:9]3[N:5]([CH:6]=[N:7][CH:8]=3)[CH2:4][CH2:3][CH2:2][N:1]=2)=[CH:13][CH:14]=1)([CH3:21])([CH3:20])[CH3:19], predict the reactants needed to synthesize it. The reactants are: [NH2:1][CH2:2][CH2:3][CH2:4][N:5]1[C:9]([C:10]([C:12]2[CH:17]=[CH:16][C:15]([C:18]([CH3:21])([CH3:20])[CH3:19])=[CH:14][CH:13]=2)=O)=[CH:8][N:7]=[CH:6]1.CC1C=CC(S(O)(=O)=O)=CC=1. (3) The reactants are: Br[C:2]1[CH:3]=[C:4]2[N:10]=[C:9]([C:11]3[CH:16]=[CH:15][CH:14]=[CH:13][C:12]=3[S:17][CH2:18][CH3:19])[N:8]([CH3:20])[C:5]2=[N:6][CH:7]=1.C1C[O:24][CH2:23]C1.C([Li])CCC.[Cl-].[NH4+]. Given the product [CH2:18]([S:17][C:12]1[CH:13]=[CH:14][CH:15]=[CH:16][C:11]=1[C:9]1[N:8]([CH3:20])[C:5]2=[N:6][CH:7]=[C:2]([CH:23]=[O:24])[CH:3]=[C:4]2[N:10]=1)[CH3:19], predict the reactants needed to synthesize it. (4) Given the product [NH2:1][C:2]1[CH:9]=[CH:8][C:5]([C:6]#[N:7])=[CH:4][C:3]=1[C:15]1[CH2:16][CH2:17][C:12]([CH3:21])([CH3:11])[CH2:13][CH:14]=1, predict the reactants needed to synthesize it. The reactants are: [NH2:1][C:2]1[CH:9]=[CH:8][C:5]([C:6]#[N:7])=[CH:4][C:3]=1Br.[CH3:11][C:12]1([CH3:21])[CH2:17][CH2:16][C:15](B(O)O)=[CH:14][CH2:13]1.C([O-])([O-])=O.[Na+].[Na+]. (5) Given the product [O:1]=[C:2]1[C:11]2[CH:12]=[CH:13][CH:14]=[CH:15][C:10]=2[C:9]2[C:4](=[N:5][CH:6]=[CH:7][C:8]=2[NH:16][C:17]2[CH:22]=[CH:21][C:20]([CH2:23][C:24]([NH:27][C:28]3[CH:33]=[CH:32][CH:31]=[CH:30][CH:29]=3)=[O:26])=[CH:19][CH:18]=2)[NH:3]1, predict the reactants needed to synthesize it. The reactants are: [O:1]=[C:2]1[C:11]2[CH:12]=[CH:13][CH:14]=[CH:15][C:10]=2[C:9]2[C:4](=[N:5][CH:6]=[CH:7][C:8]=2[NH:16][C:17]2[CH:22]=[CH:21][C:20]([CH2:23][C:24]([OH:26])=O)=[CH:19][CH:18]=2)[NH:3]1.[NH2:27][C:28]1[CH:33]=[CH:32][CH:31]=[CH:30][CH:29]=1. (6) Given the product [CH3:1][O:3][C:4](=[O:15])[C:5]([C:6]1[S:7][C:8]([C:11]([F:14])([F:13])[F:12])=[N:9][N:10]=1)=[CH:19][N:20]([CH3:22])[CH3:21], predict the reactants needed to synthesize it. The reactants are: [CH2:1]([O:3][C:4](=[O:15])[CH2:5][C:6]1[S:7][C:8]([C:11]([F:14])([F:13])[F:12])=[N:9][N:10]=1)C.C(O[CH:19](OCC)[N:20]([CH3:22])[CH3:21])C. (7) Given the product [CH2:4]([O:11][CH:12]1[CH2:16][CH2:15][C:14]([CH3:1])([OH:17])[CH2:13]1)[C:5]1[CH:10]=[CH:9][CH:8]=[CH:7][CH:6]=1, predict the reactants needed to synthesize it. The reactants are: [CH3:1][Mg]Br.[CH2:4]([O:11][CH:12]1[CH2:16][CH2:15][C:14](=[O:17])[CH2:13]1)[C:5]1[CH:10]=[CH:9][CH:8]=[CH:7][CH:6]=1.